Predict the reaction yield, written as a fraction of the theoretical maximum amount of product (1.0 means a 100% yield; for example, 0.34 means a 34% yield). From a dataset of Reaction yield outcomes from USPTO patents with 853,638 reactions. The reactants are [Si:1]([O:8][C:9]1[CH:10]=[C:11]([C:15]2([CH2:32][CH2:33][CH2:34][NH:35][C:36](=[O:42])[O:37][C:38]([CH3:41])([CH3:40])[CH3:39])[N:19]([C:20]([NH:22][NH2:23])=[S:21])[N:18]=[C:17]([C:24]3[CH:29]=[C:28]([F:30])[CH:27]=[CH:26][C:25]=3[F:31])[S:16]2)[CH:12]=[CH:13][CH:14]=1)([C:4]([CH3:7])([CH3:6])[CH3:5])([CH3:3])[CH3:2].CO[C:45](OC)(OC)[CH3:46]. The catalyst is CC1C=CC(S(O)(=O)=O)=CC=1. The product is [Si:1]([O:8][C:9]1[CH:10]=[C:11]([C:15]2([CH2:32][CH2:33][CH2:34][NH:35][C:36](=[O:42])[O:37][C:38]([CH3:41])([CH3:40])[CH3:39])[N:19]([C:20]3[S:21][C:45]([CH3:46])=[N:23][N:22]=3)[N:18]=[C:17]([C:24]3[CH:29]=[C:28]([F:30])[CH:27]=[CH:26][C:25]=3[F:31])[S:16]2)[CH:12]=[CH:13][CH:14]=1)([C:4]([CH3:6])([CH3:7])[CH3:5])([CH3:3])[CH3:2]. The yield is 0.720.